This data is from Drug-target binding data from BindingDB using IC50 measurements. The task is: Regression. Given a target protein amino acid sequence and a drug SMILES string, predict the binding affinity score between them. We predict pIC50 (pIC50 = -log10(IC50 in M); higher means more potent). Dataset: bindingdb_ic50. (1) The small molecule is Cc1cc(Nc2ccccc2F)n2ncnc2n1. The target protein sequence is MKRFDERMNKEKSKHKKVLFFIFSSIVGLYMYFESYNPEFFMYDVFLDFCLNYVDSEVCHDLFLLLGKYGLLPYDTSNDSVYATSDIKNLNFINPFGVAAGFDKNGICIDSILKLGFSFIEIGTITPKPQKGNNKPRIFRDVENKSIINACGFNNIGCDKVTENLINFRKKQEEDKLLSKHIVGVSIGKNKHTENIVDDLKYSIYKIARYADYIAINVSSPNTPGLRDNQESNKLKNIILFVKQEINKIEQIGHNGETFWMNTIKKKPLVFVKLAPDLENSEKKKIAQVLLDTGIDGMIISNTTINKMDIKSFEDKKGGVSGKKLKDLSTNLISDMYIYTNKQIPIIASGGILTGADALEKIEAGASVCQLYSCLVFNGVKSAIQIKREFNNALYQKGYYNLREAIGKKHSNAKSLKV. The pIC50 is 4.0. (2) The drug is Cc1ccc(NC(=S)N2N=C(c3ccccc3O)C[C@H]2c2ccc(O)cc2)cc1. The target protein sequence is MNSSFESLIEQYPLPIAEQLRHWAARYASRIAVVDAKGSLTYSALDAQVDELAAGLSSLGLRSGEHVIVQLPNDNAFVTLLFALLRLGVIPVLAMPSQRALDIDALIELAQPVAYVIHGENHAELARQMAHKHACLRHVLVAGETVSDDFTPLFSLHGERQAWPQPDVSATALLLLSGGTTGTPKLIPRRHADYSYNFSASAELCGISQQSVYLAVLPVAHNFPLACPGILGTLACGGKVVLTDSASCDEVMPLIAQERVTHVALVPALAQLWVQAREWEDSDLSSLRVIQAGGARLDPTLAEQVIATFDCTLQQVFGMAEGLLCFTRLDDPHATILHSQGRPLSPLDEIRIVDQDENDVAPGETGQLLTRGPYTISGYYRAPAHNAQAFTAQGFYRTGDNVRLDEVGNLHVEGRIKEQINRAGEKIAAAEVESALLRLAEVQDCAVVAAPDTLLGERICAFIIAQQVPTDYQQLRQQLTRMGLSAWKIPDQIEFLDHWP.... The pIC50 is 6.4. (3) The compound is COc1ccc(C(=O)OCn2ccc(=O)[nH]c2=O)cc1. The target protein (P17597) has sequence MAAATTTTTTSSSISFSTKPSPSSSKSPLPISRFSLPFSLNPNKSSSSSRRRGIKSSSPSSISAVLNTTTNVTTTPSPTKPTKPETFISRFAPDQPRKGADILVEALERQGVETVFAYPGGASMEIHQALTRSSSIRNVLPRHEQGGVFAAEGYARSSGKPGICIATSGPGATNLVSGLADALLDSVPLVAITGQVPRRMIGTDAFQETPIVEVTRSITKHNYLVMDVEDIPRIIEEAFFLATSGRPGPVLVDVPKDIQQQLAIPNWEQAMRLPGYMSRMPKPPEDSHLEQIVRLISESKKPVLYVGGGCLNSSDELGRFVELTGIPVASTLMGLGSYPCDDELSLHMLGMHGTVYANYAVEHSDLLLAFGVRFDDRVTGKLEAFASRAKIVHIDIDSAEIGKNKTPHVSVCGDVKLALQGMNKVLENRAEELKLDFGVWRNELNVQKQKFPLSFKTFGEAIPPQYAIKVLDELTDGKAIISTGVGQHQMWAAQFYNYKK.... The pIC50 is 7.0. (4) The small molecule is Cn1c(=O)c2cc(S(=O)(=O)Nc3ccc4c(c3)OCCO4)ccc2n(C)c1=O. The target protein (Q9NYV8) has sequence MGGVIKSIFTFVLIVEFIIGNLGNSFIALVNCIDWVKGRKISSVDRILTALAISRISLVWLIFGSWCVSVFFPALFATEKMFRMLTNIWTVINHFSVWLATGLGTFYFLKIANFSNSIFLYLKWRVKKVVLVLLLVTSVFLFLNIALINIHINASINGYRRNKTCSSDSSNFTRFSSLIVLTSTVFIFIPFTLSLAMFLLLIFSMWKHRKKMQHTVKISGDASTKAHRGVKSVITFFLLYAIFSLSFFISVWTSERLEENLIILSQVMGMAYPSCHSCVLILGNKKLRQASLSVLLWLRYMFKDGEPSGHKEFRESS. The pIC50 is 6.2. (5) The compound is CC(N)(C(=O)O)c1ccc(C(=O)O)cc1. The target protein (Q14416) has sequence MGSLLALLALLLLWGAVAEGPAKKVLTLEGDLVLGGLFPVHQKGGPAEDCGPVNEHRGIQRLEAMLFALDRINRDPHLLPGVRLGAHILDSCSKDTHALEQALDFVRASLSRGADGSRHICPDGSYATHGDAPTAITGVIGGSYSDVSIQVANLLRLFQIPQISYASTSAKLSDKSRYDYFARTVPPDFFQAKAMAEILRFFNWTYVSTVASEGDYGETGIEAFELEARARNICVATSEKVGRAMSRAAFEGVVRALLQKPSARVAVLFTRSEDARELLAASQRLNASFTWVASDGWGALESVVAGSEGAAEGAITIELASYPISDFASYFQSLDPWNNSRNPWFREFWEQRFRCSFRQRDCAAHSLRAVPFEQESKIMFVVNAVYAMAHALHNMHRALCPNTTRLCDAMRPVNGRRLYKDFVLNVKFDAPFRPADTHNEVRFDRFGDGIGRYNIFTYLRAGSGRYRYQKVGYWAEGLTLDTSLIPWASPSAGPLPASRC.... The pIC50 is 4.3. (6) The drug is CCCCCCCCCCCCC[C@@H]1CC(=O)N[C@@H]([C@@H](C)O)C(=O)N[C@H](C)C(=O)N[C@@H](Cc2ccc(O)cc2)C(=O)N[C@@H](C(C)C)C(=O)N2C[C@H](O)C[C@H]2C(=O)N[C@@H]([C@@H](C)O)C(=O)N[C@@H]([C@@H](C)O)C(=O)N2CC[C@H](O)[C@H]2C(=O)N[C@@H]([C@H](O)CC(N)=O)C(=O)NCC(=O)N[C@@H]([C@@H](C)O)C(=O)N[C@@H](CCCN(CCN)C(=O)[C@H](CCCN)N(CCN)CCN)C(=O)O1. The target protein sequence is MSYNDNNNHYYDPNQQGGMPPHQGGEGYYQQQYDDMGQQPHQQDYYDPNAQYQQQPYDMDGYQDQANYGGQPMNAQGYNADPEAFSDFSYGGQTPGTPGYDQYGTQYTPSQMSYGGDPRSSGASTPIYGGQGQGYDPTQFNMSSNLPYPAWSADPQAPIKIEHIEDIFIDLTNKFGFQRDSMRNMFDYFMTLLDSRSSRMSPAQALLSLHADYIGGDNANYRKWYFSSQQDLDDSLGFANMTLGKIGRKARKASKKSKKARKAAEEHGQDVDALANELEGDYSLEAAEIRWKAKMNSLTPEERVRDLALYLLIWGEANQVRFTPECLCYIYKSATDYLNSPLCQQRQEPVPEGDYLNRVITPLYRFIRSQVYEIYDGRFVKREKDHNKVIGYDDVNQLFWYPEGISRIIFEDGTRLVDIPQEERFLKLGEVEWKNVFFKTYKEIRTWLHFVTNFNRIWIIHGTIYWMYTAYNSPTLYTKHYVQTINQQPLASSRWAACAI.... The pIC50 is 9.5.